This data is from Reaction yield outcomes from USPTO patents with 853,638 reactions. The task is: Predict the reaction yield, written as a fraction of the theoretical maximum amount of product (1.0 means a 100% yield; for example, 0.34 means a 34% yield). (1) The reactants are [Br:1][C:2]1[CH:7]=[CH:6][CH:5]=[CH:4][C:3]=1[OH:8].[CH2:9]([O:11][C:12](=[O:16])[C:13]#[C:14][CH3:15])[CH3:10].N12CCCN=C1CCCCC2. The catalyst is O1CCCC1. The product is [CH2:9]([O:11][C:12](=[O:16])/[CH:13]=[C:14](/[O:8][C:3]1[CH:4]=[CH:5][CH:6]=[CH:7][C:2]=1[Br:1])\[CH3:15])[CH3:10]. The yield is 0.670. (2) The reactants are [OH:1][C:2]1[C:10]2[O:9][C:8]([CH3:11])=[C:7]([C:12]([C:14]3[CH:19]=[C:18]([O:20][CH3:21])[C:17]([O:22][CH3:23])=[C:16]([O:24][CH3:25])[CH:15]=3)=[O:13])[C:6]=2[CH:5]=[CH:4][C:3]=1[O:26][CH3:27].C(Br)(Br)(Br)Br.[CH2:33]([O:40][P:41]([O-:50])[O:42][CH2:43][C:44]1[CH:49]=[CH:48][CH:47]=[CH:46][CH:45]=1)[C:34]1[CH:39]=[CH:38][CH:37]=[CH:36][CH:35]=1.C(N(CC)CC)C. The catalyst is C(#N)C.C(OCC)(=O)C. The product is [P:41]([O:1][C:2]1[C:10]2[O:9][C:8]([CH3:11])=[C:7]([C:12](=[O:13])[C:14]3[CH:15]=[C:16]([O:24][CH3:25])[C:17]([O:22][CH3:23])=[C:18]([O:20][CH3:21])[CH:19]=3)[C:6]=2[CH:5]=[CH:4][C:3]=1[O:26][CH3:27])([O:40][CH2:33][C:34]1[CH:39]=[CH:38][CH:37]=[CH:36][CH:35]=1)([O:42][CH2:43][C:44]1[CH:49]=[CH:48][CH:47]=[CH:46][CH:45]=1)=[O:50]. The yield is 0.940. (3) The yield is 0.940. The catalyst is [Pd].CCOC(C)=O.ClCCl. The product is [C:33]([C:35]1[O:39][C:38]([C:40]([NH:14][C:13]2[CH:12]=[CH:11][C:10]([N:17]3[CH2:22][CH2:21][N:20]([CH2:23][CH2:24][O:25][C:26](=[O:32])[O:27][C:28]([CH3:31])([CH3:30])[CH3:29])[CH2:19][CH2:18]3)=[CH:9][C:8]=2[N:5]2[CH2:6][CH2:7][CH:2]([CH3:1])[CH2:3][CH2:4]2)=[O:41])=[CH:37][CH:36]=1)#[N:34]. The reactants are [CH3:1][CH:2]1[CH2:7][CH2:6][N:5]([C:8]2[CH:9]=[C:10]([N:17]3[CH2:22][CH2:21][N:20]([CH2:23][CH2:24][O:25][C:26](=[O:32])[O:27][C:28]([CH3:31])([CH3:30])[CH3:29])[CH2:19][CH2:18]3)[CH:11]=[CH:12][C:13]=2[N+:14]([O-])=O)[CH2:4][CH2:3]1.[C:33]([C:35]1[O:39][C:38]([C:40](O)=[O:41])=[CH:37][CH:36]=1)#[N:34].C(Cl)(=O)C(Cl)=O.CCN(C(C)C)C(C)C. (4) The reactants are C(NC(C)C)(C)C.C([Li])CCC.[Li+].CC([N-]C(C)C)C.[CH2:21]([N:23]1[C:31]2[C:26](=[CH:27][CH:28]=[C:29]([O:32][CH3:33])[CH:30]=2)[C:25]([C:34]#[N:35])=[CH:24]1)[CH3:22].[CH2:36]([Sn:40](I)([CH2:45][CH2:46][CH2:47][CH3:48])[CH2:41][CH2:42][CH2:43][CH3:44])[CH2:37][CH2:38][CH3:39]. The catalyst is C1COCC1. The product is [CH2:21]([N:23]1[C:31]2[C:26](=[CH:27][CH:28]=[C:29]([O:32][CH3:33])[CH:30]=2)[C:25]([C:34]#[N:35])=[C:24]1[Sn:40]([CH2:41][CH2:42][CH2:43][CH3:44])([CH2:45][CH2:46][CH2:47][CH3:48])[CH2:36][CH2:37][CH2:38][CH3:39])[CH3:22]. The yield is 0.980. (5) The reactants are [F:1][C:2]1[CH:7]=[CH:6][CH:5]=[C:4]([F:8])[C:3]=1[S:9]([NH:12][C:13]1[CH:14]=[C:15]([CH:21]=[CH:22][CH:23]=1)[C:16]([O:18]CC)=O)(=[O:11])=[O:10].[Li+].C[Si]([N-][Si](C)(C)C)(C)C.[Cl:34][C:35]1[N:40]=[C:39]([CH3:41])[CH:38]=[CH:37][N:36]=1. The catalyst is C1COCC1. The product is [Cl:34][C:35]1[N:40]=[C:39](/[CH:41]=[C:16](/[C:15]2[CH:14]=[C:13]([NH:12][S:9]([C:3]3[C:2]([F:1])=[CH:7][CH:6]=[CH:5][C:4]=3[F:8])(=[O:11])=[O:10])[CH:23]=[CH:22][CH:21]=2)\[OH:18])[CH:38]=[CH:37][N:36]=1. The yield is 0.960. (6) The reactants are C([O:5][C:6]1[C:7]([CH2:12][N:13]2[CH2:18][CH2:17][C:16]([C:20](=[O:29])[CH2:21][C:22]3[CH:27]=[CH:26][CH:25]=[CH:24][C:23]=3[F:28])([CH3:19])[CH2:15][CH2:14]2)=[N:8][CH:9]=[CH:10][N:11]=1)(C)(C)C.C(=O)(O)[O-].[Na+].ClCCl. The catalyst is C(OCC)(=O)C.Cl.C(OCC)(=O)C. The product is [F:28][C:23]1[CH:24]=[CH:25][CH:26]=[CH:27][C:22]=1[CH2:21][C:20]([C:16]1([CH3:19])[CH2:15][CH2:14][N:13]([CH2:12][C:7]2[C:6](=[O:5])[NH:11][CH:10]=[CH:9][N:8]=2)[CH2:18][CH2:17]1)=[O:29]. The yield is 0.860. (7) The reactants are [N+:1]([C:4]1[CH:5]=[C:6]([CH:31]=[CH:32][CH:33]=1)[CH2:7][N:8]1[C:12]2[N:13]=[C:14]([NH2:30])[N:15]=[C:16]([C:17]3[N:21](COCC[Si](C)(C)C)[N:20]=[CH:19][CH:18]=3)[C:11]=2[N:10]=[N:9]1)([O-:3])=[O:2].[ClH:34]. The catalyst is CO.O1CCOCC1. The product is [ClH:34].[N+:1]([C:4]1[CH:5]=[C:6]([CH:31]=[CH:32][CH:33]=1)[CH2:7][N:8]1[C:12]2[N:13]=[C:14]([NH2:30])[N:15]=[C:16]([C:17]3[CH:18]=[CH:19][NH:20][N:21]=3)[C:11]=2[N:10]=[N:9]1)([O-:3])=[O:2]. The yield is 0.970. (8) The reactants are [C:1]([O:5][C:6](=[O:12])[NH:7][CH2:8][C@@H:9]([OH:11])[CH3:10])([CH3:4])([CH3:3])[CH3:2].[N+](=[CH:15][C:16]([O:18][CH2:19][CH3:20])=[O:17])=[N-]. The catalyst is ClC(Cl)C.C([O-])(=O)C.[Rh+3].C([O-])(=O)C.C([O-])(=O)C. The product is [CH2:19]([O:18][C:16](=[O:17])[CH2:15][O:11][C@@H:9]([CH3:10])[CH2:8][NH:7][C:6]([O:5][C:1]([CH3:2])([CH3:4])[CH3:3])=[O:12])[CH3:20]. The yield is 0.690.